Dataset: Reaction yield outcomes from USPTO patents with 853,638 reactions. Task: Predict the reaction yield, written as a fraction of the theoretical maximum amount of product (1.0 means a 100% yield; for example, 0.34 means a 34% yield). (1) The reactants are [CH:1]1([C:10]([OH:12])=[O:11])[CH2:6][CH2:5][CH2:4][CH:3]([C:7]([OH:9])=O)[CH2:2]1.Cl[Si](C)(C)[CH3:15].[CH3:18][OH:19]. The catalyst is C1COCC1. The product is [CH3:18][O:19][C:7]([CH:3]1[CH2:4][CH2:5][CH2:6][CH:1]([C:10]([O:12][CH3:15])=[O:11])[CH2:2]1)=[O:9]. The yield is 0.950. (2) The reactants are [CH2:1]([O:8][C:9]1[C:10]([C:23](O)=[O:24])=[N:11][CH:12]=[C:13]([O:15][CH2:16][C:17]2[CH:22]=[CH:21][CH:20]=[CH:19][CH:18]=2)[CH:14]=1)[C:2]1[CH:7]=[CH:6][CH:5]=[CH:4][CH:3]=1.Cl.[C:27]([O:31][C:32](=[O:35])[CH2:33][NH2:34])([CH3:30])([CH3:29])[CH3:28].C(N(C(C)C)CC)(C)C. The catalyst is CN(C=O)C.ON1C2C=CC=CC=2N=N1. The product is [C:27]([O:31][C:32](=[O:35])[CH2:33][NH:34][C:23]([C:10]1[C:9]([O:8][CH2:1][C:2]2[CH:7]=[CH:6][CH:5]=[CH:4][CH:3]=2)=[CH:14][C:13]([O:15][CH2:16][C:17]2[CH:22]=[CH:21][CH:20]=[CH:19][CH:18]=2)=[CH:12][N:11]=1)=[O:24])([CH3:30])([CH3:29])[CH3:28]. The yield is 0.990.